Dataset: Peptide-MHC class I binding affinity with 185,985 pairs from IEDB/IMGT. Task: Regression. Given a peptide amino acid sequence and an MHC pseudo amino acid sequence, predict their binding affinity value. This is MHC class I binding data. (1) The peptide sequence is AASAAQRRGR. The MHC is HLA-B58:01 with pseudo-sequence HLA-B58:01. The binding affinity (normalized) is 0.729. (2) The peptide sequence is ASCDAIMTR. The MHC is HLA-A03:01 with pseudo-sequence HLA-A03:01. The binding affinity (normalized) is 0.0876. (3) The peptide sequence is EFKRRLKDL. The MHC is HLA-B15:01 with pseudo-sequence HLA-B15:01. The binding affinity (normalized) is 0.0847. (4) The peptide sequence is AIPRRIRQGL. The MHC is Mamu-A01 with pseudo-sequence Mamu-A01. The binding affinity (normalized) is 0.